From a dataset of Forward reaction prediction with 1.9M reactions from USPTO patents (1976-2016). Predict the product of the given reaction. (1) The product is: [CH3:1][O:2][C:3]1[CH:8]=[CH:7][C:6]([C:9]2[S:13][C:12]([C:14]([NH:64][C:65]3([C:68]([O:70][CH3:71])=[O:69])[CH2:67][CH2:66]3)=[O:16])=[C:11]([NH:17][C:18]([NH:20][C:21]3[C:26]([CH3:27])=[CH:25][C:24]([CH3:28])=[CH:23][C:22]=3[CH3:29])=[O:19])[CH:10]=2)=[CH:5][CH:4]=1. Given the reactants [CH3:1][O:2][C:3]1[CH:8]=[CH:7][C:6]([C:9]2[S:13][C:12]([C:14]([OH:16])=O)=[C:11]([NH:17][C:18]([NH:20][C:21]3[C:26]([CH3:27])=[CH:25][C:24]([CH3:28])=[CH:23][C:22]=3[CH3:29])=[O:19])[CH:10]=2)=[CH:5][CH:4]=1.CN(C(ON1N=NC2C=CC=NC1=2)=[N+](C)C)C.F[P-](F)(F)(F)(F)F.CCN(C(C)C)C(C)C.Cl.[NH2:64][C:65]1([C:68]([O:70][CH3:71])=[O:69])[CH2:67][CH2:66]1, predict the reaction product. (2) Given the reactants [O:1]=[C:2]1[CH:7]([C:8]([O:10][CH2:11][CH3:12])=[O:9])[CH2:6][CH2:5][O:4][CH2:3]1.CCN(C(C)C)C(C)C.[O:22](S(C(F)(F)F)(=O)=O)[S:23]([C:26]([F:29])([F:28])[F:27])(=O)=[O:24], predict the reaction product. The product is: [F:27][C:26]([F:29])([F:28])[S:23]([O:1][C:2]1[CH2:3][O:4][CH2:5][CH2:6][C:7]=1[C:8]([O:10][CH2:11][CH3:12])=[O:9])(=[O:24])=[O:22].